Dataset: NCI-60 drug combinations with 297,098 pairs across 59 cell lines. Task: Regression. Given two drug SMILES strings and cell line genomic features, predict the synergy score measuring deviation from expected non-interaction effect. (1) Drug 1: CN1CCC(CC1)COC2=C(C=C3C(=C2)N=CN=C3NC4=C(C=C(C=C4)Br)F)OC. Drug 2: CC1C(C(CC(O1)OC2CC(CC3=C2C(=C4C(=C3O)C(=O)C5=C(C4=O)C(=CC=C5)OC)O)(C(=O)CO)O)N)O.Cl. Cell line: PC-3. Synergy scores: CSS=43.2, Synergy_ZIP=-2.84, Synergy_Bliss=-1.29, Synergy_Loewe=-13.3, Synergy_HSA=0.751. (2) Drug 1: CN1C(=O)N2C=NC(=C2N=N1)C(=O)N. Drug 2: CC1C(C(CC(O1)OC2CC(CC3=C2C(=C4C(=C3O)C(=O)C5=C(C4=O)C(=CC=C5)OC)O)(C(=O)CO)O)N)O.Cl. Cell line: M14. Synergy scores: CSS=27.9, Synergy_ZIP=-4.00, Synergy_Bliss=-2.39, Synergy_Loewe=-11.2, Synergy_HSA=-2.15. (3) Drug 1: C(CC(=O)O)C(=O)CN.Cl. Drug 2: CC1C(C(CC(O1)OC2CC(CC3=C2C(=C4C(=C3O)C(=O)C5=C(C4=O)C(=CC=C5)OC)O)(C(=O)CO)O)N)O.Cl. Cell line: CAKI-1. Synergy scores: CSS=28.2, Synergy_ZIP=-1.13, Synergy_Bliss=-2.75, Synergy_Loewe=-17.1, Synergy_HSA=-0.790. (4) Drug 1: C1=NC2=C(N1)C(=S)N=C(N2)N. Drug 2: CC1=C(C(CCC1)(C)C)C=CC(=CC=CC(=CC(=O)O)C)C. Cell line: T-47D. Synergy scores: CSS=7.91, Synergy_ZIP=-9.39, Synergy_Bliss=-9.80, Synergy_Loewe=-10.2, Synergy_HSA=-9.24. (5) Drug 1: C1=NC2=C(N1)C(=S)N=C(N2)N. Drug 2: CC(C)CN1C=NC2=C1C3=CC=CC=C3N=C2N. Cell line: OVCAR3. Synergy scores: CSS=42.3, Synergy_ZIP=-0.807, Synergy_Bliss=1.22, Synergy_Loewe=-4.44, Synergy_HSA=-0.139. (6) Drug 1: CC1CCC2CC(C(=CC=CC=CC(CC(C(=O)C(C(C(=CC(C(=O)CC(OC(=O)C3CCCCN3C(=O)C(=O)C1(O2)O)C(C)CC4CCC(C(C4)OC)OCCO)C)C)O)OC)C)C)C)OC. Drug 2: CS(=O)(=O)CCNCC1=CC=C(O1)C2=CC3=C(C=C2)N=CN=C3NC4=CC(=C(C=C4)OCC5=CC(=CC=C5)F)Cl. Cell line: SNB-75. Synergy scores: CSS=10.2, Synergy_ZIP=-0.434, Synergy_Bliss=0.532, Synergy_Loewe=2.97, Synergy_HSA=0.245.